The task is: Predict which catalyst facilitates the given reaction.. This data is from Catalyst prediction with 721,799 reactions and 888 catalyst types from USPTO. (1) Product: [OH:1][C:2]1[CH:19]=[C:18]2[C:5]([C@@:6]3([CH3:25])[C@H:15]([CH2:16][S:17]2(=[O:21])=[O:20])[C@:14]2([CH3:22])[C@H:9]([C:10]([CH3:23])([CH3:24])[CH2:11][CH2:12][CH2:13]2)[CH2:8][CH2:7]3)=[C:4]([C:26]([NH:65][CH2:64][C:63]([O:62][CH3:61])=[O:66])=[O:27])[CH:3]=1. The catalyst class is: 118. Reactant: [OH:1][C:2]1[CH:19]=[C:18]2[C:5]([C@@:6]3([CH3:25])[C@H:15]([CH2:16][S:17]2(=[O:21])=[O:20])[C@:14]2([CH3:22])[C@H:9]([C:10]([CH3:24])([CH3:23])[CH2:11][CH2:12][CH2:13]2)[CH2:8][CH2:7]3)=[C:4]([C:26](O)=[O:27])[CH:3]=1.CN(C(ON1N=NC2C=CC=NC1=2)=[N+](C)C)C.F[P-](F)(F)(F)(F)F.CN1CCOCC1.Cl.[CH3:61][O:62][C:63](=[O:66])[CH2:64][NH2:65]. (2) Reactant: C(OCC)C.[F:6][C:7]([F:23])([C:10]([F:22])([F:21])[C:11]([F:20])([F:19])[C:12]([F:18])([F:17])[C:13]([F:16])([F:15])[F:14])[CH2:8][OH:9].[F:24][C:25]([F:38])([F:37])[S:26](O[S:26]([C:25]([F:38])([F:37])[F:24])(=[O:28])=[O:27])(=[O:28])=[O:27].Cl. Product: [F:24][C:25]([F:38])([F:37])[S:26]([O:9][CH2:8][C:7]([F:23])([F:6])[C:10]([F:21])([F:22])[C:11]([F:19])([F:20])[C:12]([F:17])([F:18])[C:13]([F:16])([F:15])[F:14])(=[O:28])=[O:27]. The catalyst class is: 66. (3) Reactant: [F:1][C:2]1[CH:3]=[C:4]([Mg]Br)[CH:5]=[C:6]([F:8])[CH:7]=1.[Cl:11][C:12]1[CH:13]=[C:14]([N:29]2[CH:33]=[N:32][C:31]([C:34]([O:36]CC)=O)=[N:30]2)[CH:15]=[C:16]([Cl:28])[C:17]=1[O:18]CC1C=CC(OC)=CC=1.[Cl-].[NH4+].O. Product: [F:1][C:2]1[CH:3]=[C:4]([C:34]([C:4]2[CH:3]=[C:2]([F:1])[CH:7]=[C:6]([F:8])[CH:5]=2)([OH:36])[C:31]2[N:32]=[CH:33][N:29]([C:14]3[CH:15]=[C:16]([Cl:28])[C:17]([OH:18])=[C:12]([Cl:11])[CH:13]=3)[N:30]=2)[CH:5]=[C:6]([F:8])[CH:7]=1. The catalyst class is: 56.